This data is from Forward reaction prediction with 1.9M reactions from USPTO patents (1976-2016). The task is: Predict the product of the given reaction. (1) Given the reactants F[C:2]1[CH:9]=[CH:8][C:5]([C:6]#[N:7])=[CH:4][CH:3]=1.[CH3:10][CH:11]1[CH2:16][CH2:15][NH:14][CH2:13][CH2:12]1, predict the reaction product. The product is: [CH3:10][CH:11]1[CH2:16][CH2:15][N:14]([C:2]2[CH:9]=[CH:8][C:5]([C:6]#[N:7])=[CH:4][CH:3]=2)[CH2:13][CH2:12]1. (2) Given the reactants [CH2:1]([OH:4])[CH2:2][OH:3].O.C1(C)C=CC(S(O)(=O)=O)=CC=1.[Cl:17][C:18]1[C:19]([CH:31]=O)=[N:20][CH:21]=[C:22]([N:24]2[C:28]([CH3:29])=[CH:27][C:26]([CH3:30])=[N:25]2)[N:23]=1.C(=O)([O-])O.[Na+], predict the reaction product. The product is: [Cl:17][C:18]1[C:19]([CH:31]2[O:4][CH2:1][CH2:2][O:3]2)=[N:20][CH:21]=[C:22]([N:24]2[C:28]([CH3:29])=[CH:27][C:26]([CH3:30])=[N:25]2)[N:23]=1. (3) The product is: [O:18]=[C:9]1[C:8]2[CH:7]=[CH:6][CH:5]=[C:4]([C:1]([NH:52][CH2:53][CH2:54][CH2:55][CH2:56][CH2:57][C:58]([OH:60])=[O:59])=[O:3])[C:17]=2[NH:16][C:15]2[C:10]1=[CH:11][CH:12]=[CH:13][CH:14]=2. Given the reactants [C:1]([C:4]1[C:17]2[NH:16][C:15]3[C:10](=[CH:11][CH:12]=[CH:13][CH:14]=3)[C:9](=[O:18])[C:8]=2[CH:7]=[CH:6][CH:5]=1)([OH:3])=O.C(N(CC)C(C)C)(C)C.F[P-](F)(F)(F)(F)F.N1(OC(N(C)C)=[N+](C)C)C2C=CC=CC=2N=N1.[NH2:52][CH2:53][CH2:54][CH2:55][CH2:56][CH2:57][C:58]([OH:60])=[O:59].Cl, predict the reaction product. (4) Given the reactants FC(F)(F)C(O)=O.[Cl:8][C:9]1[N:14]=[N:13][C:12]([NH:15][NH2:16])=[CH:11][C:10]=1[CH:17]([CH3:19])[CH3:18].[N:20]#[C:21]Br.C(=O)([O-])[O-].[K+].[K+], predict the reaction product. The product is: [Cl:8][C:9]1[C:10]([CH:17]([CH3:19])[CH3:18])=[CH:11][C:12]2[N:13]([C:21]([NH2:20])=[N:16][N:15]=2)[N:14]=1.